From a dataset of Full USPTO retrosynthesis dataset with 1.9M reactions from patents (1976-2016). Predict the reactants needed to synthesize the given product. (1) Given the product [F:24][C:23]([F:26])([F:25])[C:22]([C:4]1[CH:5]=[CH:6][C:7]([N:8]2[CH2:13][CH2:12][N:11]([S:14]([C:17]3[S:18][CH:19]=[CH:20][CH:21]=3)(=[O:16])=[O:15])[CH2:10][CH2:9]2)=[C:2]([C:38]#[C:39][C:40]2([CH3:44])[CH2:43][O:42][CH2:41]2)[CH:3]=1)([OH:28])[CH3:27], predict the reactants needed to synthesize it. The reactants are: Br[C:2]1[CH:3]=[C:4]([C:22]([OH:28])([CH3:27])[C:23]([F:26])([F:25])[F:24])[CH:5]=[CH:6][C:7]=1[N:8]1[CH2:13][CH2:12][N:11]([S:14]([C:17]2[S:18][CH:19]=[CH:20][CH:21]=2)(=[O:16])=[O:15])[CH2:10][CH2:9]1.C(NC(C)C)(C)C.C[Si](C)(C)[C:38]#[C:39][C:40]1([CH3:44])[CH2:43][O:42][CH2:41]1. (2) Given the product [Br:20][C:21]1[CH:22]=[C:23]([N:27]2[C:35]3[C:30](=[CH:31][C:32]([O:36][C@H:37]([C:41]4[CH:42]=[N:43][C:44]([O:47][CH3:48])=[CH:45][CH:46]=4)[C@@H:38]([NH:40][C:15](=[O:16])[C:14]([F:19])([F:13])[CH3:18])[CH3:39])=[CH:33][CH:34]=3)[CH:29]=[N:28]2)[CH:24]=[CH:25][CH:26]=1, predict the reactants needed to synthesize it. The reactants are: C(N1C=CN=C1)(N1C=CN=C1)=O.[F:13][C:14]([F:19])([CH3:18])[C:15](O)=[O:16].[Br:20][C:21]1[CH:22]=[C:23]([N:27]2[C:35]3[C:30](=[CH:31][C:32]([O:36][C@H:37]([C:41]4[CH:42]=[N:43][C:44]([O:47][CH3:48])=[CH:45][CH:46]=4)[C@@H:38]([NH2:40])[CH3:39])=[CH:33][CH:34]=3)[CH:29]=[N:28]2)[CH:24]=[CH:25][CH:26]=1. (3) Given the product [CH3:17][C:12]1([CH3:18])[CH2:11][C:10](=[O:19])[C:9]2[C:14](=[CH:15][CH:16]=[C:7]([C:27]#[C:26][Si:23]([CH3:25])([CH3:24])[CH3:22])[CH:8]=2)[S:13]1, predict the reactants needed to synthesize it. The reactants are: FC(F)(F)S(O[C:7]1[CH:8]=[C:9]2[C:14](=[CH:15][CH:16]=1)[S:13][C:12]([CH3:18])([CH3:17])[CH2:11][C:10]2=[O:19])(=O)=O.[CH3:22][Si:23]([C:26]#[CH:27])([CH3:25])[CH3:24]. (4) The reactants are: [NH2:1][CH2:2][CH2:3][NH:4][C:5](=[O:15])[C:6]1[C:11]([Cl:12])=[CH:10][C:9]([Cl:13])=[N:8][C:7]=1Cl.[F-].[Cs+].C(N(CC)CC)C. Given the product [Cl:12][C:11]1[C:6]2[C:5](=[O:15])[NH:4][CH2:3][CH2:2][NH:1][C:7]=2[N:8]=[C:9]([Cl:13])[CH:10]=1, predict the reactants needed to synthesize it. (5) Given the product [C:7]1([CH:5]2[CH2:4][CH:3]([C:2]([F:15])([F:14])[F:1])[N:18]3[N:19]=[CH:20][C:21]([C:22]([O:24][CH2:25][CH3:26])=[O:23])=[C:17]3[NH:16]2)[CH:12]=[CH:11][CH:10]=[CH:9][CH:8]=1, predict the reactants needed to synthesize it. The reactants are: [F:1][C:2]([F:15])([F:14])[C:3](=O)[CH2:4][C:5]([C:7]1[CH:12]=[CH:11][CH:10]=[CH:9][CH:8]=1)=O.[NH2:16][C:17]1[C:21]([C:22]([O:24][CH2:25][CH3:26])=[O:23])=[CH:20][NH:19][N:18]=1. (6) Given the product [CH:1]1([C:4]2[CH:5]=[C:6]([NH2:7])[N:18]([CH:15]([CH3:17])[CH3:16])[N:19]=2)[CH2:3][CH2:2]1, predict the reactants needed to synthesize it. The reactants are: [CH:1]1([C:4](=O)[CH2:5][C:6]#[N:7])[CH2:3][CH2:2]1.C([O-])(=O)C.[Na+].Cl.[CH:15]([NH:18][NH2:19])([CH3:17])[CH3:16]. (7) Given the product [F:1][C:2]1[CH:7]=[CH:6][C:5]([O:8][CH2:9][CH2:10][CH2:11][CH2:12][CH2:13][CH2:14][CH2:15][CH2:16][N:22]2[C:21](=[O:23])[C:20]3=[CH:24][CH:25]=[CH:26][CH:27]=[C:19]3[C:18]2=[O:28])=[CH:4][CH:3]=1, predict the reactants needed to synthesize it. The reactants are: [F:1][C:2]1[CH:7]=[CH:6][C:5]([O:8][CH2:9][CH2:10][CH2:11][CH2:12][CH2:13][CH2:14][CH2:15][CH2:16]I)=[CH:4][CH:3]=1.[C:18]1(=[O:28])[NH:22][C:21](=[O:23])[C:20]2=[CH:24][CH:25]=[CH:26][CH:27]=[C:19]12.[K].C(OCCCCCCCCN1C(=O)C2=CC=CC=C2C1=O)CCCCC.